From a dataset of Full USPTO retrosynthesis dataset with 1.9M reactions from patents (1976-2016). Predict the reactants needed to synthesize the given product. (1) Given the product [F:1][C:2]1[CH:11]=[CH:10][C:9]([O:8][C@H:7]([CH3:12])[CH2:6][C:5]([OH:13])=[O:18])=[CH:4][CH:3]=1, predict the reactants needed to synthesize it. The reactants are: [F:1][C:2]1[CH:3]=[C:4]2[C:9](=[CH:10][CH:11]=1)[O:8][C@H:7]([CH3:12])[CH2:6][C:5]2=[O:13].Cl.NO.C([O-])([O-])=[O:18].[K+].[K+]. (2) Given the product [OH:43][CH2:42][C:35]1[C:34]([C:2]2[CH:3]=[C:4]([C:10]3[CH:19]=[CH:18][C:13]([C:14]([O:16][CH3:17])=[O:15])=[CH:12][C:11]=3[CH3:20])[CH:5]=[CH:6][C:7]=2[O:8][CH3:9])=[CH:39][N:38]=[C:37]([S:40][CH3:41])[N:36]=1, predict the reactants needed to synthesize it. The reactants are: I[C:2]1[CH:3]=[C:4]([C:10]2[CH:19]=[CH:18][C:13]([C:14]([O:16][CH3:17])=[O:15])=[CH:12][C:11]=2[CH3:20])[CH:5]=[CH:6][C:7]=1[O:8][CH3:9].C([Mg]Cl)(C)C.B(OC)(OC)OC.Br[C:34]1[C:35]([CH2:42][OH:43])=[N:36][C:37]([S:40][CH3:41])=[N:38][CH:39]=1.COC1C=CC(C2C=CC(C(OC)=O)=CC=2C)=CC=1B(O)O.C(=O)([O-])[O-].[Cs+].[Cs+]. (3) Given the product [N+:13]([C:4]1[CH:5]=[CH:6][C:1]([CH:7]2[CH2:8][CH2:9][N:10]([C:19]([O:21][C:22]([CH3:25])([CH3:24])[CH3:23])=[O:20])[CH2:11][CH2:12]2)=[CH:2][CH:3]=1)([O-:16])=[O:14], predict the reactants needed to synthesize it. The reactants are: [C:1]1([CH:7]2[CH2:12][CH2:11][NH:10][CH2:9][CH2:8]2)[CH:6]=[CH:5][CH:4]=[CH:3][CH:2]=1.[N+:13]([O-:16])(O)=[O:14].[OH-].[Na+].[C:19](O[C:19]([O:21][C:22]([CH3:25])([CH3:24])[CH3:23])=[O:20])([O:21][C:22]([CH3:25])([CH3:24])[CH3:23])=[O:20]. (4) Given the product [F:37][C:36]([F:39])([F:38])[S:33]([O:16][C:12]1[CH:11]=[C:10]([C:9]2[C:4]([CH:1]3[CH2:2][CH2:3]3)=[N:5][C:6]([N:19]3[CH2:24][CH2:23][N:22]([C:25](=[O:30])[CH2:26][CH2:27][O:28][CH3:29])[C@H:21]([CH3:31])[CH2:20]3)=[C:7]([C:17]#[N:18])[CH:8]=2)[CH:15]=[CH:14][N:13]=1)(=[O:34])=[O:32], predict the reactants needed to synthesize it. The reactants are: [CH:1]1([C:4]2[C:9]([C:10]3[CH:15]=[CH:14][N:13]=[C:12]([OH:16])[CH:11]=3)=[CH:8][C:7]([C:17]#[N:18])=[C:6]([N:19]3[CH2:24][CH2:23][N:22]([C:25](=[O:30])[CH2:26][CH2:27][O:28][CH3:29])[C@H:21]([CH3:31])[CH2:20]3)[N:5]=2)[CH2:3][CH2:2]1.[O:32](S(C(F)(F)F)(=O)=O)[S:33]([C:36]([F:39])([F:38])[F:37])(=O)=[O:34]. (5) The reactants are: [Cl:1][C:2]1[CH:3]=[C:4]([C:8]2[CH:13]=[C:12]([C:14]([F:17])([F:16])[F:15])[N:11]=[C:10]([N:18]3[CH:22]=[C:21](I)[N:20]=[CH:19]3)[N:9]=2)[CH:5]=[CH:6][CH:7]=1.[C:24]([NH:28][S:29]([C:32]1[S:33][C:34](B2OC(C)(C)C(C)(C)O2)=[CH:35][CH:36]=1)(=[O:31])=[O:30])([CH3:27])([CH3:26])[CH3:25]. Given the product [C:24]([NH:28][S:29]([C:32]1[S:33][C:34]([C:21]2[N:20]=[CH:19][N:18]([C:10]3[N:9]=[C:8]([C:4]4[CH:5]=[CH:6][CH:7]=[C:2]([Cl:1])[CH:3]=4)[CH:13]=[C:12]([C:14]([F:17])([F:16])[F:15])[N:11]=3)[CH:22]=2)=[CH:35][CH:36]=1)(=[O:30])=[O:31])([CH3:27])([CH3:25])[CH3:26], predict the reactants needed to synthesize it. (6) Given the product [C:11]([N:15]1[C:20](=[O:21])[C:19]([Cl:22])=[C:18]([O:23][CH2:24][C:25]2[CH:26]=[CH:27][C:28]([C:29]([O:4][CH2:3][CH2:2][F:1])=[O:30])=[CH:33][CH:34]=2)[CH:17]=[N:16]1)([CH3:14])([CH3:12])[CH3:13], predict the reactants needed to synthesize it. The reactants are: [F:1][CH2:2][CH2:3][OH:4].CC(C)([O-])C.[K+].[C:11]([N:15]1[C:20](=[O:21])[C:19]([Cl:22])=[C:18]([O:23][CH2:24][C:25]2[CH:34]=[CH:33][C:28]([C:29](OC)=[O:30])=[CH:27][CH:26]=2)[CH:17]=[N:16]1)([CH3:14])([CH3:13])[CH3:12]. (7) Given the product [N:1]1[CH2:6][CH2:5][CH2:4][NH:3][C:2]=1[NH:7][CH2:8][CH2:9][CH2:10][O:11][C:12]1[CH:13]=[CH:14][C:15]2[CH2:21][CH:20]([CH2:22][C:23]([O:25][CH2:26][CH3:27])=[O:24])[C:19]3[CH:28]=[CH:29][CH:30]=[CH:31][C:18]=3[CH2:17][C:16]=2[CH:32]=1, predict the reactants needed to synthesize it. The reactants are: [N:1]1[CH:6]=[CH:5][CH:4]=[N:3][C:2]=1[NH:7][CH2:8][CH2:9][CH2:10][O:11][C:12]1[CH:13]=[CH:14][C:15]2[CH2:21][CH:20]([CH2:22][C:23]([O:25][CH2:26][CH3:27])=[O:24])[C:19]3[CH:28]=[CH:29][CH:30]=[CH:31][C:18]=3[CH2:17][C:16]=2[CH:32]=1.Cl.O1CCOCC1. (8) Given the product [ClH:3].[CH3:5][C@H:6]1[CH2:11][CH2:10][C@H:9]([NH2:12])[CH2:8][CH2:7]1, predict the reactants needed to synthesize it. The reactants are: S(Cl)([Cl:3])=O.[CH3:5][C@H:6]1[CH2:11][CH2:10][C@H:9]([NH:12]C(C2C=NC3C(C=2Cl)=CC2OCCOC=2C=3)=O)[CH2:8][CH2:7]1.